This data is from Full USPTO retrosynthesis dataset with 1.9M reactions from patents (1976-2016). The task is: Predict the reactants needed to synthesize the given product. (1) Given the product [Br:1][C:2]1[N:7]=[C:6]([NH:8][C:9]2[CH:14]=[C:13]([C:15]([F:17])([F:16])[F:18])[CH:12]=[CH:11][N:10]=2)[CH:5]=[C:4]([NH2:19])[CH:3]=1, predict the reactants needed to synthesize it. The reactants are: [Br:1][C:2]1[N:7]=[C:6]([NH:8][C:9]2[CH:14]=[C:13]([C:15]([F:18])([F:17])[F:16])[CH:12]=[CH:11][N:10]=2)[CH:5]=[C:4]([N+:19]([O-])=O)[CH:3]=1.[OH-].[NH4+].O1CCOCC1. (2) The reactants are: [CH:1]1[C:13]2[C:12](=O)[C:11]3[C:6](=[CH:7][CH:8]=[CH:9][CH:10]=3)[C:5]=2[N:4]=[CH:3][CH:2]=1.O.NN.[Cl-].[Na+]. Given the product [CH:1]1[C:13]2[CH2:12][C:11]3[C:6](=[CH:7][CH:8]=[CH:9][CH:10]=3)[C:5]=2[N:4]=[CH:3][CH:2]=1, predict the reactants needed to synthesize it.